From a dataset of Forward reaction prediction with 1.9M reactions from USPTO patents (1976-2016). Predict the product of the given reaction. (1) Given the reactants [Br:1][C:2]1[C:3]([NH2:11])=[N:4][CH:5]=[C:6](Br)[C:7]=1[CH2:8][CH3:9].[Li]CCCC, predict the reaction product. The product is: [Br:1][C:2]1[C:3]([NH2:11])=[N:4][CH:5]=[CH:6][C:7]=1[CH2:8][CH3:9]. (2) Given the reactants [Cl:1][C:2]1[CH:3]=[C:4]([C:8]#[C:9][CH:10]([N:13]2[CH2:18][CH2:17][NH:16][CH2:15][CH2:14]2)[CH2:11][CH3:12])[CH:5]=[CH:6][CH:7]=1.C(N(CC)CC)C.Cl[C:27]([O:29][CH2:30][C:31]([CH3:34])([CH3:33])[CH3:32])=[O:28], predict the reaction product. The product is: [CH3:32][C:31]([CH3:34])([CH3:33])[CH2:30][O:29][C:27]([N:16]1[CH2:15][CH2:14][N:13]([CH:10]([CH2:11][CH3:12])[C:9]#[C:8][C:4]2[CH:5]=[CH:6][CH:7]=[C:2]([Cl:1])[CH:3]=2)[CH2:18][CH2:17]1)=[O:28]. (3) Given the reactants [CH3:1][O:2][C:3]1[CH:4]=[C:5]([N:10]([C@H:12]2[CH2:16][CH2:15][N:14]([CH2:17][CH2:18][O:19][CH3:20])[CH2:13]2)[CH3:11])[CH:6]=[CH:7][C:8]=1[NH2:9].[NH2:21][C:22]1[CH:23]=[C:24]([CH:49]=[CH:50][CH:51]=1)[O:25][C:26]1[C:27]2C=CN[C:28]=2[N:29]=[C:30](NC2C=C(F)C(OCCOC)=C(F)C=2)[N:31]=1.[C:52]([O-:55])([O-])=O.[K+].[K+].C1(P([CH:86]2[CH2:91]CCCC2)C2C=CC=CC=2C2C(C(C)C)=CC(C(C)C)=CC=2C(C)C)CCCCC1.[CH3:92][OH:93], predict the reaction product. The product is: [CH3:92][O:93][C:27]1[C:26]([O:25][C:24]2[CH:23]=[C:22]([NH:21][C:52](=[O:55])[CH:91]=[CH2:86])[CH:51]=[CH:50][CH:49]=2)=[N:31][C:30]([NH:9][C:8]2[CH:7]=[CH:6][C:5]([N:10]([C@H:12]3[CH2:16][CH2:15][N:14]([CH2:17][CH2:18][O:19][CH3:20])[CH2:13]3)[CH3:11])=[CH:4][C:3]=2[O:2][CH3:1])=[N:29][CH:28]=1. (4) Given the reactants [Br:1][C:2]1[CH:3]=[CH:4][C:5]2[N:6]([CH2:8][C:9](=O)[N:10]=2)[CH:7]=1.O=P(Cl)(Cl)[Cl:14], predict the reaction product. The product is: [Br:1][C:2]1[CH:3]=[CH:4][C:5]2[N:6]([CH:8]=[C:9]([Cl:14])[N:10]=2)[CH:7]=1. (5) Given the reactants [CH2:1]([O:3][C:4]([N:6]1[C:15]2[C:10](=[N:11][C:12]([O:16][CH3:17])=[CH:13][CH:14]=2)[C@@H:9]([NH:18]C(O[C@H](C2C=CC=CC=2)C)=O)[CH2:8][C@H:7]1[CH2:30][CH3:31])=[O:5])[CH3:2], predict the reaction product. The product is: [CH2:1]([O:3][C:4]([N:6]1[C:15]2[C:10](=[N:11][C:12]([O:16][CH3:17])=[CH:13][CH:14]=2)[C@@H:9]([NH2:18])[CH2:8][C@H:7]1[CH2:30][CH3:31])=[O:5])[CH3:2].